Dataset: Full USPTO retrosynthesis dataset with 1.9M reactions from patents (1976-2016). Task: Predict the reactants needed to synthesize the given product. (1) Given the product [C:1]([O:5][C:6]([N:8]1[CH2:9][CH2:10][CH:11]([O:14][C:15]2[C:16]([C:27](=[O:29])[NH2:28])=[CH:17][C:18]([NH2:24])=[CH:19][C:20]=2[C:21](=[O:23])[NH2:22])[CH2:12][CH2:13]1)=[O:7])([CH3:4])([CH3:2])[CH3:3], predict the reactants needed to synthesize it. The reactants are: [C:1]([O:5][C:6]([N:8]1[CH2:13][CH2:12][CH:11]([O:14][C:15]2[C:20]([C:21](=[O:23])[NH2:22])=[CH:19][C:18]([N+:24]([O-])=O)=[CH:17][C:16]=2[C:27](=[O:29])[NH2:28])[CH2:10][CH2:9]1)=[O:7])([CH3:4])([CH3:3])[CH3:2]. (2) The reactants are: [N:1]1[CH:6]=[CH:5][N:4]=[CH:3][C:2]=1[C:7]([NH:9][C:10]1[C:18]2[C:13](=[N:14][CH:15]=[C:16]([C:33]([F:36])([F:35])[F:34])[C:17]=2[N:19]2[CH2:24][CH2:23][CH2:22][C@@H:21]([NH:25]C(=O)OC(C)(C)C)[CH2:20]2)[NH:12][CH:11]=1)=[O:8].C(O)(C(F)(F)F)=O.C(Cl)[Cl:45]. Given the product [ClH:45].[NH2:25][C@@H:21]1[CH2:22][CH2:23][CH2:24][N:19]([C:17]2[C:16]([C:33]([F:35])([F:36])[F:34])=[CH:15][N:14]=[C:13]3[NH:12][CH:11]=[C:10]([NH:9][C:7]([C:2]4[CH:3]=[N:4][CH:5]=[CH:6][N:1]=4)=[O:8])[C:18]=23)[CH2:20]1, predict the reactants needed to synthesize it.